From a dataset of Full USPTO retrosynthesis dataset with 1.9M reactions from patents (1976-2016). Predict the reactants needed to synthesize the given product. (1) Given the product [CH3:11][N:12]([CH3:18])[CH:13]1[CH2:17][CH2:16][N:15]([C:2]2[N:10]=[CH:9][CH:8]=[CH:7][C:3]=2[C:4]([OH:6])=[O:5])[CH2:14]1, predict the reactants needed to synthesize it. The reactants are: F[C:2]1[N:10]=[CH:9][CH:8]=[CH:7][C:3]=1[C:4]([OH:6])=[O:5].[CH3:11][N:12]([CH3:18])[CH:13]1[CH2:17][CH2:16][NH:15][CH2:14]1.N12CCCN=C1CCCCC2. (2) Given the product [F:4][C:3]([F:6])([F:5])[C:1]([OH:7])=[O:2].[NH2:15][C@H:16]([C:23]([O:25][CH2:26][C:27]1[CH:28]=[CH:29][CH:30]=[CH:31][CH:32]=1)=[O:24])[CH2:17][C:18]([O:20][CH2:21][CH3:22])=[O:19], predict the reactants needed to synthesize it. The reactants are: [C:1]([OH:7])([C:3]([F:6])([F:5])[F:4])=[O:2].CC(OC([NH:15][C@H:16]([C:23]([O:25][CH2:26][C:27]1[CH:32]=[CH:31][CH:30]=[CH:29][CH:28]=1)=[O:24])[CH2:17][C:18]([O:20][CH2:21][CH3:22])=[O:19])=O)(C)C. (3) Given the product [CH3:59][S:60]([NH:63][C:1]([C:4]1[O:46][C:7]([CH2:8][N:9]([C:33]2[CH:38]=[CH:37][CH:36]=[C:35]([CH2:39][N:40]3[CH2:41][CH2:42][CH2:43][CH2:44][CH2:45]3)[CH:34]=2)[C:10](=[O:32])[CH2:11][CH2:12][N:13]2[CH2:17][CH2:16][N:15]([CH2:18][C:19]3[CH:24]=[C:23]([CH3:25])[CH:22]=[C:21]([CH3:26])[CH:20]=3)[C:14]2=[C:27]([C:28]#[N:29])[C:30]#[N:31])=[CH:6][CH:5]=1)=[O:3])(=[O:62])=[O:61], predict the reactants needed to synthesize it. The reactants are: [C:1]([C:4]1[O:46][C:7]([CH2:8][N:9]([C:33]2[CH:38]=[CH:37][CH:36]=[C:35]([CH2:39][N:40]3[CH2:45][CH2:44][CH2:43][CH2:42][CH2:41]3)[CH:34]=2)[C:10](=[O:32])[CH2:11][CH2:12][N:13]2[CH2:17][CH2:16][N:15]([CH2:18][C:19]3[CH:24]=[C:23]([CH3:25])[CH:22]=[C:21]([CH3:26])[CH:20]=3)[C:14]2=[C:27]([C:30]#[N:31])[C:28]#[N:29])=[CH:6][CH:5]=1)([OH:3])=O.Cl.CN(C)CCCN=C=NCC.[CH3:59][S:60]([NH2:63])(=[O:62])=[O:61].O.